From a dataset of Forward reaction prediction with 1.9M reactions from USPTO patents (1976-2016). Predict the product of the given reaction. (1) Given the reactants O1C=CC[CH:2]1C(O)=O.[CH2:9]1[C:18]2[C:13](=[CH:14][CH:15]=[CH:16][CH:17]=2)[CH2:12][CH2:11][CH:10]1[C:19]([OH:21])=[O:20].CC(C)([O-])C.[K+].C[Si](C)(C)[N-][Si](C)(C)C.[K+], predict the reaction product. The product is: [CH3:2][C:10]1([C:19]([OH:21])=[O:20])[CH2:11][CH2:12][C:13]2[C:18](=[CH:17][CH:16]=[CH:15][CH:14]=2)[CH2:9]1. (2) Given the reactants Cl.[CH2:2]([C:9]1[C:13]2[C:14]([O:18][CH2:19][C:20]3[CH:25]=[CH:24][C:23]([Cl:26])=[CH:22][CH:21]=3)=[N:15][CH:16]=[CH:17][C:12]=2[NH:11][C:10]=1[CH3:27])[C:3]1[CH:8]=[CH:7][CH:6]=[CH:5][CH:4]=1.C(=O)(O)[O-].[Na+], predict the reaction product. The product is: [CH2:2]([C:9]1[C:13]2[C:14]([O:18][CH2:19][C:20]3[CH:21]=[CH:22][C:23]([Cl:26])=[CH:24][CH:25]=3)=[N:15][CH:16]=[CH:17][C:12]=2[NH:11][C:10]=1[CH3:27])[C:3]1[CH:4]=[CH:5][CH:6]=[CH:7][CH:8]=1. (3) Given the reactants [C:1]([O:5][C:6]([N:8]1[CH2:13][C@@H:12]2[CH2:14][C@H:9]1[CH2:10][N:11]2[C:15]1[CH:20]=[CH:19][C:18](Br)=[CH:17][CH:16]=1)=[O:7])([CH3:4])([CH3:3])[CH3:2].[B:22]1([B:22]2[O:26][C:25]([CH3:28])([CH3:27])[C:24]([CH3:30])([CH3:29])[O:23]2)[O:26][C:25]([CH3:28])([CH3:27])[C:24]([CH3:30])([CH3:29])[O:23]1.CC([O-])=O.[K+], predict the reaction product. The product is: [C:1]([O:5][C:6]([N:8]1[CH2:13][C@@H:12]2[CH2:14][C@H:9]1[CH2:10][N:11]2[C:15]1[CH:20]=[CH:19][C:18]([B:22]2[O:26][C:25]([CH3:28])([CH3:27])[C:24]([CH3:30])([CH3:29])[O:23]2)=[CH:17][CH:16]=1)=[O:7])([CH3:4])([CH3:3])[CH3:2]. (4) Given the reactants Br[C:2]1[C:15]2[C:16]3=[C:17]4[C:12](=[CH:13][CH:14]=2)[CH:11]=[CH:10][C:9](Br)=[C:8]4[CH:7]=[CH:6][C:5]3=[CH:4][CH:3]=1.[C:19]1([NH:29][C:30]2[CH:35]=[CH:34][C:33]([C:36]3([C:49]4[CH:54]=[CH:53][CH:52]=[CH:51][CH:50]=4)[C:48]4[CH:47]=[CH:46][CH:45]=[CH:44][C:43]=4[C:42]4[C:37]3=[CH:38][CH:39]=[CH:40][CH:41]=4)=[CH:32][CH:31]=2)[C:28]2[C:23](=[CH:24][CH:25]=[CH:26][CH:27]=2)[CH:22]=[CH:21][CH:20]=1.[CH3:55][C:56]([CH3:59])([O-])[CH3:57].[Na+].[C:70](P([C:70]([CH3:73])([CH3:72])[CH3:71])[C:70]([CH3:73])([CH3:72])[CH3:71])([CH3:73])([CH3:72])[CH3:71], predict the reaction product. The product is: [C:56]1([C:59]2([C:22]3[CH:23]=[CH:28][C:19]([N:29]([C:72]4[C:70]5[C:71](=[CH:32][CH:33]=[CH:34][CH:73]=5)[CH:26]=[CH:25][CH:24]=4)[C:2]4[C:15]5=[C:16]6[C:17]7[C:12]([CH:13]=[CH:14]5)=[CH:11][CH:10]=[C:9]([N:29]([C:30]5[CH:31]=[CH:32][C:33]([C:36]8([C:49]9[CH:54]=[CH:53][CH:52]=[CH:51][CH:50]=9)[C:48]9[CH:47]=[CH:46][CH:45]=[CH:44][C:43]=9[C:42]9[C:37]8=[CH:38][CH:39]=[CH:40][CH:41]=9)=[CH:34][CH:35]=5)[C:19]5[C:28]8[C:23](=[CH:24][CH:25]=[CH:26][CH:27]=8)[CH:22]=[CH:21][CH:20]=5)[C:8]=7[CH:7]=[CH:6][C:5]6=[CH:4][CH:3]=4)=[CH:20][CH:21]=3)[C:41]3[CH:40]=[CH:39][CH:38]=[CH:37][C:42]=3[C:43]3[C:44]2=[CH:45][CH:46]=[CH:47][CH:48]=3)[CH:57]=[CH:31][CH:30]=[CH:35][CH:55]=1.